Dataset: Full USPTO retrosynthesis dataset with 1.9M reactions from patents (1976-2016). Task: Predict the reactants needed to synthesize the given product. (1) Given the product [Cl:1][CH2:2][C:3]1[CH:4]=[CH:5][C:6]([C:9]2[C:13]([NH:46][C:49](=[O:34])[O:26][CH:24]([C:19]3[CH:20]=[CH:21][CH:22]=[CH:23][C:18]=3[Cl:17])[CH3:25])=[CH:12][O:11][N:10]=2)=[CH:7][CH:8]=1, predict the reactants needed to synthesize it. The reactants are: [Cl:1][CH2:2][C:3]1[CH:8]=[CH:7][C:6]([C:9]2[C:13](C(O)=O)=[CH:12][O:11][N:10]=2)=[CH:5][CH:4]=1.[Cl:17][C:18]1[CH:23]=[CH:22][CH:21]=[CH:20][C:19]=1[CH:24]([OH:26])[CH3:25].C1(P(N=[N+]=[N-])(C2C=CC=CC=2)=[O:34])C=CC=CC=1.C([N:46]([CH2:49]C)CC)C. (2) Given the product [F:1][C:2]1[CH:3]=[CH:4][C:5]([CH2:8][CH:9]([CH2:13][OH:14])[C:10]([OH:12])=[O:11])=[CH:6][CH:7]=1, predict the reactants needed to synthesize it. The reactants are: [F:1][C:2]1[CH:7]=[CH:6][C:5]([CH2:8][CH:9]([C:13](OC)=[O:14])[C:10]([OH:12])=[O:11])=[CH:4][CH:3]=1.[Li+].[BH4-].C1COCC1. (3) The reactants are: [S:1]1[CH:5]=[CH:4][N:3]=[C:2]1[C:6]1[CH:20]=[CH:19][C:9]([O:10][CH2:11][C:12]([O:14][C:15]([CH3:18])([CH3:17])[CH3:16])=[O:13])=[CH:8][CH:7]=1.[Cl:21][C:22]1[CH:27]=[CH:26][C:25](I)=[CH:24][CH:23]=1.C1C=CC(P(C2C=CC=CC=2)C2C=CC=CC=2)=CC=1. Given the product [Cl:21][C:22]1[CH:27]=[CH:26][C:25]([C:5]2[S:1][C:2]([C:6]3[CH:7]=[CH:8][C:9]([O:10][CH2:11][C:12]([O:14][C:15]([CH3:17])([CH3:16])[CH3:18])=[O:13])=[CH:19][CH:20]=3)=[N:3][CH:4]=2)=[CH:24][CH:23]=1, predict the reactants needed to synthesize it. (4) Given the product [CH2:24]([N:11]([CH:8]1[CH2:9][CH:10]=[C:6]([C:4]2[N:3]=[CH:2][N:1]([S:32]([C:29]3[CH:30]=[CH:31][C:26]([CH3:36])=[CH:27][CH:28]=3)(=[O:34])=[O:33])[CH:5]=2)[CH2:7]1)[C:12]1[CH:19]=[CH:18][C:15]([C:16]#[N:17])=[C:14]([C:20]([F:21])([F:22])[F:23])[CH:13]=1)[CH3:25], predict the reactants needed to synthesize it. The reactants are: [NH:1]1[CH:5]=[C:4]([C:6]2[CH2:7][CH:8]([N:11]([CH2:24][CH3:25])[C:12]3[CH:19]=[CH:18][C:15]([C:16]#[N:17])=[C:14]([C:20]([F:23])([F:22])[F:21])[CH:13]=3)[CH2:9][CH:10]=2)[N:3]=[CH:2]1.[C:26]1([CH3:36])[CH:31]=[CH:30][C:29]([S:32](Cl)(=[O:34])=[O:33])=[CH:28][CH:27]=1.